This data is from Catalyst prediction with 721,799 reactions and 888 catalyst types from USPTO. The task is: Predict which catalyst facilitates the given reaction. (1) Reactant: [OH:1]OS([O-])=O.[K+].[Cl:7][C:8]1[N:9]=[C:10]([N:29]2[CH2:34][CH2:33][O:32][CH2:31][CH2:30]2)[C:11]2[S:16][C:15]([C:17]3[CH:18]=[C:19]([S:23][CH2:24][C@@H:25]([OH:27])[CH3:26])[CH:20]=[CH:21][CH:22]=3)=[C:14]([CH3:28])[C:12]=2[N:13]=1.[OH2:35]. Product: [Cl:7][C:8]1[N:9]=[C:10]([N:29]2[CH2:34][CH2:33][O:32][CH2:31][CH2:30]2)[C:11]2[S:16][C:15]([C:17]3[CH:18]=[C:19]([S:23]([CH2:24][C@@H:25]([OH:27])[CH3:26])(=[O:1])=[O:35])[CH:20]=[CH:21][CH:22]=3)=[C:14]([CH3:28])[C:12]=2[N:13]=1. The catalyst class is: 100. (2) The catalyst class is: 2. Product: [F:31][C@@H:2]1[C:6]2[N:7]=[CH:8][N:9]=[C:10]([N:11]3[CH2:16][CH2:15][N:14]([C:17]([O:19][C:20]([CH3:23])([CH3:22])[CH3:21])=[O:18])[CH2:13][CH2:12]3)[C:5]=2[C@H:4]([CH3:24])[CH2:3]1. Reactant: O[C@H:2]1[C:6]2[N:7]=[CH:8][N:9]=[C:10]([N:11]3[CH2:16][CH2:15][N:14]([C:17]([O:19][C:20]([CH3:23])([CH3:22])[CH3:21])=[O:18])[CH2:13][CH2:12]3)[C:5]=2[C@H:4]([CH3:24])[CH2:3]1.CCN(S(F)(F)[F:31])CC. (3) Reactant: [BH4-].[Na+].[C:3]([O:7][C:8]([N:10]1[CH2:14][CH2:13][C@H:12]([C:15](=[O:20])[CH2:16][CH:17]([CH3:19])[CH3:18])[CH2:11]1)=[O:9])([CH3:6])([CH3:5])[CH3:4]. Product: [C:3]([O:7][C:8]([N:10]1[CH2:14][CH2:13][C@H:12]([CH:15]([OH:20])[CH2:16][CH:17]([CH3:18])[CH3:19])[CH2:11]1)=[O:9])([CH3:6])([CH3:5])[CH3:4]. The catalyst class is: 5. (4) Reactant: C(OC(=O)[NH:7][CH2:8][CH2:9][N:10]1[C:14]([C:15](=O)[CH3:16])=[CH:13][C:12]([CH2:18][O:19][C:20]2[CH:25]=[CH:24][CH:23]=[CH:22][CH:21]=2)=[N:11]1)(C)(C)C. Product: [CH3:16][C:15]1[C:14]2[N:10]([N:11]=[C:12]([CH2:18][O:19][C:20]3[CH:25]=[CH:24][CH:23]=[CH:22][CH:21]=3)[CH:13]=2)[CH2:9][CH2:8][N:7]=1. The catalyst class is: 89. (5) Reactant: [OH:1][N:2]=[C:3]([NH2:14])[CH2:4][C:5]1[CH:10]=[CH:9][C:8]([N+:11]([O-:13])=[O:12])=[CH:7][CH:6]=1.CN(C)C(=O)C.[C:21](Cl)(=O)[CH2:22][CH3:23]. Product: [CH2:22]([C:23]1[O:1][N:2]=[C:3]([CH2:4][C:5]2[CH:6]=[CH:7][C:8]([N+:11]([O-:13])=[O:12])=[CH:9][CH:10]=2)[N:14]=1)[CH3:21]. The catalyst class is: 6. (6) Reactant: [N:1]1[CH:6]=[CH:5][CH:4]=[CH:3][C:2]=1[C:7]1[CH:15]=[CH:14][CH:13]=[C:12]2[C:8]=1[C:9]([NH2:16])=[N:10][NH:11]2.CC1(C)OC(=O)[CH:21]([C:25]([CH:27]2[CH2:32][CH2:31][N:30]([C:33]([O:35][C:36]([CH3:39])([CH3:38])[CH3:37])=[O:34])[CH2:29][CH2:28]2)=O)[C:20](=O)[O:19]1.P([O-])([O-])([O-])=O.[K+].[K+].[K+]. The catalyst class is: 10. Product: [O:19]=[C:20]1[CH:21]=[C:25]([CH:27]2[CH2:32][CH2:31][N:30]([C:33]([O:35][C:36]([CH3:39])([CH3:38])[CH3:37])=[O:34])[CH2:29][CH2:28]2)[N:10]2[N:11]=[C:12]3[C:8]([C:7]([C:2]4[CH:3]=[CH:4][CH:5]=[CH:6][N:1]=4)=[CH:15][CH:14]=[CH:13]3)=[C:9]2[NH:16]1. (7) Reactant: Cl[C:2]1[CH:7]=[N:6][N:5]2[C:8]([CH:17]([CH:19]3[CH2:24][CH2:23][O:22][CH2:21][CH2:20]3)[CH3:18])=[C:9]([Cl:16])[C:10]([C:11]([O:13][CH2:14][CH3:15])=[O:12])=[C:4]2[CH:3]=1. Product: [Cl:16][C:9]1[C:10]([C:11]([O:13][CH2:14][CH3:15])=[O:12])=[C:4]2[CH:3]=[CH:2][CH:7]=[N:6][N:5]2[C:8]=1[CH:17]([CH:19]1[CH2:24][CH2:23][O:22][CH2:21][CH2:20]1)[CH3:18]. The catalyst class is: 78.